Dataset: Reaction yield outcomes from USPTO patents with 853,638 reactions. Task: Predict the reaction yield, written as a fraction of the theoretical maximum amount of product (1.0 means a 100% yield; for example, 0.34 means a 34% yield). (1) The product is [OH:16][C@:4]1([CH3:17])[CH2:5][CH2:6][C@@H:7]2[C@:12]([CH3:13])([CH2:11][CH2:10][CH2:9][C:8]2([CH3:14])[CH3:15])[CH:3]1[CH:2]=[O:1]. The reactants are [OH:1][CH2:2][C@@H:3]1[C@:12]2([CH3:13])[C@H:7]([C:8]([CH3:15])([CH3:14])[CH2:9][CH2:10][CH2:11]2)[CH2:6][CH2:5][C@@:4]1([CH3:17])[OH:16].[Cr](Cl)([O-])(=O)=O.[NH+]1C=CC=CC=1. The catalyst is C(Cl)Cl. The yield is 0.370. (2) The reactants are Br[C:2]1[CH:3]=[C:4]([CH:8]2[C:17]([CH3:19])([CH3:18])[CH2:16][C:15]3[C:10](=[CH:11][CH:12]=[C:13]([C:20]([OH:22])=[O:21])[CH:14]=3)[NH:9]2)[CH:5]=[CH:6][CH:7]=1.[NH:23]1[CH2:28][C:27](=[O:29])[NH:26][CH2:25][C:24]1=[O:30].Cl.CN(C)CC(O)=O.C(=O)([O-])[O-].[K+].[K+]. The catalyst is CS(C)=O.[Cu]I. The product is [O:30]=[C:24]1[CH2:25][NH:26][C:27](=[O:29])[CH2:28][N:23]1[C:2]1[CH:3]=[C:4]([CH:8]2[C:17]([CH3:19])([CH3:18])[CH2:16][C:15]3[C:10](=[CH:11][CH:12]=[C:13]([C:20]([OH:22])=[O:21])[CH:14]=3)[NH:9]2)[CH:5]=[CH:6][CH:7]=1. The yield is 0.110. (3) The reactants are [Cl:1][C:2]1[CH:19]=[CH:18][C:17]([Cl:20])=[CH:16][C:3]=1[CH2:4][N:5]1[CH2:10][CH2:9][NH:8][C:7]2[N:11]=[CH:12][C:13](I)=[CH:14][C:6]1=2.[CH3:21][N:22]([CH3:26])[CH2:23][C:24]#[CH:25]. No catalyst specified. The product is [Cl:1][C:2]1[CH:19]=[CH:18][C:17]([Cl:20])=[CH:16][C:3]=1[CH2:4][N:5]1[CH2:10][CH2:9][NH:8][C:7]2[N:11]=[CH:12][C:13]([C:25]#[C:24][CH2:23][N:22]([CH3:26])[CH3:21])=[CH:14][C:6]1=2. The yield is 0.490. (4) The reactants are [S:1]1[C:5]2[CH:6]=[CH:7][CH:8]=[CH:9][C:4]=2[N:3]=[C:2]1[NH:10][C:11](=[O:15])[CH2:12][C:13]#[N:14].[NH4+].[Cl-].[N-:18]=[N+:19]=[N-:20].[Na+]. The catalyst is CN(C)C=O. The product is [S:1]1[C:5]2[CH:6]=[CH:7][CH:8]=[CH:9][C:4]=2[N:3]=[C:2]1[NH:10][C:11](=[O:15])[CH2:12][C:13]1[N:18]=[N:19][NH:20][N:14]=1. The yield is 0.200.